From a dataset of Full USPTO retrosynthesis dataset with 1.9M reactions from patents (1976-2016). Predict the reactants needed to synthesize the given product. (1) Given the product [F:1][C:2]1[CH:7]=[CH:6][C:5]([CH:8]2[CH:17]3[CH2:18][CH2:19][NH:20][CH:16]3[C:15]3[CH:14]=[CH:13][CH:12]=[CH:11][C:10]=3[NH:9]2)=[CH:4][CH:3]=1, predict the reactants needed to synthesize it. The reactants are: [F:1][C:2]1[CH:7]=[CH:6][C:5]([CH:8]2[CH:17]3[CH2:18][CH2:19][N:20](C([O-])=O)[CH:16]3[C:15]3[CH:14]=[CH:13][CH:12]=[CH:11][C:10]=3[NH:9]2)=[CH:4][CH:3]=1. (2) Given the product [NH2:43][C:28]([C:15]1[CH:16]=[C:17]([C:20]([NH:22][CH2:23][C:24]([CH3:27])([CH3:25])[CH3:26])=[O:21])[CH:18]=[CH:19][C:14]=1[C:12]1[C:11]([CH3:31])=[C:10]([F:32])[CH:9]=[C:8]([C:6]([O:5][C:2]([CH3:1])([CH3:3])[CH3:4])=[O:7])[CH:13]=1)=[O:30], predict the reactants needed to synthesize it. The reactants are: [CH3:1][C:2]([O:5][C:6]([C:8]1[CH:9]=[C:10]([F:32])[C:11]([CH3:31])=[C:12]([C:14]2[C:15]([C:28]([OH:30])=O)=[CH:16][C:17]([C:20]([NH:22][CH2:23][C:24]([CH3:27])([CH3:26])[CH3:25])=[O:21])=[CH:18][CH:19]=2)[CH:13]=1)=[O:7])([CH3:4])[CH3:3].C(Cl)CCl.C1C=CC2N(O)N=[N:43]C=2C=1.CCN(CC)CC.N. (3) Given the product [O:29]=[C:28]1[CH:27]([N:26]2[C:22](=[O:24])[C:14]3[C:15](=[CH:19][CH:20]=[CH:21][C:13]=3[NH:12][C:6]3[CH:7]=[CH:8][C:9]([O:10][CH3:11])=[C:4]([O:3][CH2:1][CH3:2])[CH:5]=3)[C:16]2=[O:18])[CH2:33][CH2:32][C:31](=[O:34])[NH:30]1, predict the reactants needed to synthesize it. The reactants are: [CH2:1]([O:3][C:4]1[CH:5]=[C:6]([NH:12][C:13]2[CH:21]=[CH:20][CH:19]=[C:15]([C:16]([OH:18])=O)[C:14]=2[C:22]([OH:24])=O)[CH:7]=[CH:8][C:9]=1[O:10][CH3:11])[CH3:2].Cl.[NH2:26][CH:27]1[CH2:33][CH2:32][C:31](=[O:34])[NH:30][C:28]1=[O:29]. (4) The reactants are: [NH:1]1[CH2:6][CH2:5][O:4][CH2:3][CH2:2]1.[H-].[Na+].[C:9]1([C:29]2[CH:34]=[CH:33][CH:32]=[CH:31][CH:30]=2)[CH:14]=[CH:13][C:12]([C:15]2[N:19]([C:20]3[CH:25]=[CH:24][CH:23]=[CH:22][C:21]=3[F:26])[C:18]([CH2:27]Cl)=[N:17][N:16]=2)=[CH:11][CH:10]=1. Given the product [C:9]1([C:29]2[CH:30]=[CH:31][CH:32]=[CH:33][CH:34]=2)[CH:14]=[CH:13][C:12]([C:15]2[N:19]([C:20]3[CH:25]=[CH:24][CH:23]=[CH:22][C:21]=3[F:26])[C:18]([CH2:27][N:1]3[CH2:6][CH2:5][O:4][CH2:3][CH2:2]3)=[N:17][N:16]=2)=[CH:11][CH:10]=1, predict the reactants needed to synthesize it. (5) Given the product [N:9]1[CH:10]=[CH:11][CH:12]=[CH:13][C:8]=1[C@@H:6]([N:26]1[CH2:25][CH2:24][N:23]([C:29]([O:31][C:32]([CH3:35])([CH3:34])[CH3:33])=[O:30])[CH2:28][CH2:27]1)[CH3:7], predict the reactants needed to synthesize it. The reactants are: CS(O[C@@H:6]([C:8]1[CH:13]=[CH:12][CH:11]=[CH:10][N:9]=1)[CH3:7])(=O)=O.C(N(CC)C(C)C)(C)C.[N:23]1([C:29]([O:31][C:32]([CH3:35])([CH3:34])[CH3:33])=[O:30])[CH2:28][CH2:27][NH:26][CH2:25][CH2:24]1. (6) Given the product [CH2:1]([C:3]1[C:7]([CH2:8][OH:9])=[C:6]([C:11]2[CH:16]=[CH:15][C:14]([CH3:17])=[CH:13][C:12]=2[F:18])[S:5][N:4]=1)[CH3:2], predict the reactants needed to synthesize it. The reactants are: [CH2:1]([C:3]1[C:7]([C:8](O)=[O:9])=[C:6]([C:11]2[CH:16]=[CH:15][C:14]([CH3:17])=[CH:13][C:12]=2[F:18])[S:5][N:4]=1)[CH3:2]. (7) Given the product [OH:8][CH2:9][C:10]1[O:14][N:13]=[C:12]([C:15](=[O:17])[CH3:16])[CH:11]=1, predict the reactants needed to synthesize it. The reactants are: N#N.C([SiH2][O:8][C:9](C)(C)[C:10]1[O:14][N:13]=[C:12]([C:15](=[O:17])[CH3:16])[CH:11]=1)(C)(C)C.COC(OC)OC.C([O-])(O)=O.[Na+].